This data is from Experimentally validated miRNA-target interactions with 360,000+ pairs, plus equal number of negative samples. The task is: Binary Classification. Given a miRNA mature sequence and a target amino acid sequence, predict their likelihood of interaction. (1) The miRNA is cel-miR-55-3p with sequence UACCCGUAUAAGUUUCUGCUGAG. The protein sequence of the target gene is MARLTKRRQADTKAIQHLWAAIEIIRNQKQIANIDRITKYMSRVHGMHPKETTRQLSLAVKDGLIVETLTVGCKGSKAGIEQEGYWLPGDEIDWETENHDWYCFECHLPGEVLICDLCFRVYHSKCLSDEFRLRDSSSPWQCPVCRSIKKKNTNKQEMGTYLRFIVSRMKERAIDLNKKGKDNKHPMYRRLVHSAVDVPTIQEKVNEGKYRSYEEFKADAQLLLHNTVIFYGADSEQADIARMLYKDTCHELDELQLCKNCFYLSNARPDNWFCYPCIPNHELVWAKMKGFGFWPAKVMQ.... Result: 0 (no interaction). (2) Result: 0 (no interaction). The miRNA is hsa-miR-6797-3p with sequence UGCAUGACCCUUCCCUCCCCAC. The protein sequence of the target gene is MEEQDARVPALEPFRVEQAPPVIYYVPDFISKEEEEYLLRQVFNAPKPKWTQLSGRKLQNWGGLPHPRGMVPERLPPWLQRYVDKVSNLSLFGGLPANHVLVNQYLPGEGIMPHEDGPLYYPTVSTISLGSHTVLDFYEPRRPEDDDPTEQPRPPPRPTTSLLLEPRSLLVLRGPAYTRLLHGIAAARVDALDAASSPPNAAACPSARPGACLVRGTRVSLTIRRVPRVLRAGLLLGK. (3) The miRNA is hsa-miR-6799-5p with sequence GGGGAGGUGUGCAGGGCUGG. The protein sequence of the target gene is MVARRRKCAARDPEDRIPSPLGYAAIPIKFSEKQQASHYLYVRAHGVRQGTKSTWPQKRTLFVLNVPPYCTEESLSRLLSTCGLVQSVELQEKPDLAESPKESRSKFFHPKPVPGFQVAYVVFQKPSGVSAALALKGPLLVSTESHPVKSGIHKWISDYADSVPDPEALRVEVDTFMEAYDQKIAEEEAKAKEEEGVPDEEGWVKVTRRGRRPVLPRTEAASLRVLERERRKRSRKELLNFYAWQHRESKMEHLAQLRKKFEEDKQRIELLRAQRKFRPY. Result: 1 (interaction). (4) The miRNA is mmu-miR-329-3p with sequence AACACACCCAGCUAACCUUUUU. The protein sequence of the target gene is MFPFGPHSPGGDETAGAEEPPPLGGPAAASRPPSPAPRPASPQRGADAASPPPVAGSPRLPGGPAVSPAERAGEFAAPGALELSAATASASQAKLSPSSSPRRRSRPDWRAGGRSRQGLGAGLGGPGARLFGWLRERSLGRGLFVDPARDNFRTMTNLYGSIHPADSVYLSTRTHGAVFNLEYSPDGSVLTVACEQTEVLLFDPISSKHIKTLSEAHEDCVNNIRFLDNRLFATCSDDTTIALWDLRKLNTKVCTLHGHTSWVKNIEYDTNTRLLVTSGFDGNVIIWDTNRCTEDGCPHK.... Result: 1 (interaction). (5) The miRNA is mmu-miR-195a-5p with sequence UAGCAGCACAGAAAUAUUGGC. The protein sequence of the target gene is MEKDSLSRADQQYECVAEIGEGAYGKVFKARDLKNGGRFVALKRVRVQTSEEGMPLSTIREVAVLRHLETFEHPNVVRLFDVCTVSRTDRETKLTLVFEHVDQDLTTYLDKVPEPGVPTETIKDMMFQLLRGLDFLHSHRVVHRDLKPQNILVTSSGQIKLADFGLARIYSFQMALTSVVVTLWYRAPEVLLQSSYATPVDLWSVGCIFAEMFRRKPLFRGSSDVDQLGKILDIIGLPGEEDWPRDVALPRQAFHSKSAQPIEKFVTDIDELGKDLLLKCLTFNPAKRISAYGALNHPYF.... Result: 1 (interaction). (6) The miRNA is hsa-miR-20b-5p with sequence CAAAGUGCUCAUAGUGCAGGUAG. The protein sequence of the target gene is MPSPLGPPCLPVMDPETTLEEPETARLRFRGFCYQEVAGPREALARLRELCCQWLQPEAHSKEQMLEMLVLEQFLGTLPPEIQAWVRGQRPGSPEEAAALVEGLQHDPGQLLGWITAHVLKQEVLPAAQKTEEPLGSPHPSGTVESPGEGPQDTRIEGSVQLSCSVKEEPNVDGQEVAPSSPPLAAQSPEGNHGHQEPASTSFHPPRIQEEWGLLDRSQKELYWDAMLEKYGTVVSLGLPPHQPEAQAQSELGMLLTGTGVCRSLRSGNESEGPPGCPEAQPPQGPGPAAWEGLSGAATP.... Result: 1 (interaction). (7) The miRNA is mmu-miR-124-3p with sequence UAAGGCACGCGGUGAAUGCC. The protein sequence of the target gene is MCDDEETTALVCDNGSGLVKAGFAGDDAPRAVFPSIVGRPRHQGVMVGMGQKDSYVGDEAQSKRGILTLKYPIEHGIITNWDDMEKIWHHTFYNELRVAPEEHPTLLTEAPLNPKANREKMTQIMFETFNVPAMYVAIQAVLSLYASGRTTGIVLDSGDGVTHNVPIYEGYALPHAIMRLDLAGRDLTDYLMKILTERGYSFVTTAEREIVRDIKEKLCYVALDFENEMATAASSSSLEKSYELPDGQVITIGNERFRCPETLFQPSFIGMESAGIHETTYNSIMKCDIDIRKDLYANNV.... Result: 1 (interaction).